This data is from hERG potassium channel inhibition data for cardiac toxicity prediction from Karim et al.. The task is: Regression/Classification. Given a drug SMILES string, predict its toxicity properties. Task type varies by dataset: regression for continuous values (e.g., LD50, hERG inhibition percentage) or binary classification for toxic/non-toxic outcomes (e.g., AMES mutagenicity, cardiotoxicity, hepatotoxicity). Dataset: herg_karim. The compound is CC(Oc1ccc(S(C)(=O)=O)cc1C(=O)N1CCN(c2ccc(C(F)(F)F)cc2F)CC1)C(F)(F)F. The result is 1 (blocker).